This data is from Full USPTO retrosynthesis dataset with 1.9M reactions from patents (1976-2016). The task is: Predict the reactants needed to synthesize the given product. Given the product [S:1]1[C:5]2[CH:6]=[CH:7][CH:8]=[CH:9][C:4]=2[C:3]([CH:10]2[O:16][C:13](=[O:15])[CH2:12][CH2:11]2)=[CH:2]1, predict the reactants needed to synthesize it. The reactants are: [S:1]1[C:5]2[CH:6]=[CH:7][CH:8]=[CH:9][C:4]=2[C:3]([C:10](=[O:16])[CH2:11][CH2:12][C:13]([OH:15])=O)=[CH:2]1.[BH4-].[Na+].Cl.C1(C)C=CC(S(O)(=O)=O)=CC=1.